Dataset: Catalyst prediction with 721,799 reactions and 888 catalyst types from USPTO. Task: Predict which catalyst facilitates the given reaction. (1) Reactant: Cl[CH2:2][C:3]([C:14]1[CH:19]=[CH:18][C:17]([F:20])=[CH:16][C:15]=1[F:21])([OH:13])[CH:4]([O:6]C(=O)C(C)(C)C)[CH3:5].C[O-].[Na+].O.C(OCC)(=O)C. Product: [O:13]1[C:3]([C:14]2[CH:19]=[CH:18][C:17]([F:20])=[CH:16][C:15]=2[F:21])([CH:4]([OH:6])[CH3:5])[CH2:2]1. The catalyst class is: 5. (2) Reactant: [NH:1]([C:15]([O:17][CH2:18][C:19]1[CH:24]=[CH:23][CH:22]=[CH:21][CH:20]=1)=[O:16])[C@H:2]([C:11]([O:13][CH3:14])=[O:12])[CH2:3][C:4]1[CH:9]=[CH:8][C:7]([OH:10])=[CH:6][CH:5]=1.OS(O)(=O)=O. Product: [CH3:14][O:13][C:11](=[O:12])[CH:2]([NH:1][C:15]([O:17][CH2:18][C:19]1[CH:24]=[CH:23][CH:22]=[CH:21][CH:20]=1)=[O:16])[CH2:3][C:4]1[CH:5]=[CH:6][C:7]([O:10][C:4]([CH3:9])([CH3:5])[CH3:3])=[CH:8][CH:9]=1. The catalyst class is: 2. (3) Reactant: [Cl:1][C:2]1[CH:10]=[C:9]2[C:5]([C:6]([C:11](=[O:16])[C:12]([F:15])([F:14])[F:13])=[CH:7][NH:8]2)=[CH:4][CH:3]=1.CC([O-])(C)C.[K+].[C:23]([O:27][C:28]([N:30]1[CH2:34][CH2:33]OS1(=O)=O)=[O:29])([CH3:26])([CH3:25])[CH3:24].COC(C)(C)C. The catalyst class is: 9. Product: [C:23]([O:27][C:28](=[O:29])[NH:30][CH2:34][CH2:33][N:8]1[C:9]2[C:5](=[CH:4][CH:3]=[C:2]([Cl:1])[CH:10]=2)[C:6]([C:11](=[O:16])[C:12]([F:13])([F:14])[F:15])=[CH:7]1)([CH3:26])([CH3:25])[CH3:24]. (4) Reactant: [CH3:1][O:2][CH2:3][CH2:4][N:5]1[C:9]2=[C:10]([CH3:14])[N:11]=[CH:12][CH:13]=[C:8]2[C:7]([C:15]([OH:17])=O)=[CH:6]1.C(C1NC=CN=1)(C1NC=CN=1)=O.[F:30][C:31]([F:50])([F:49])[C:32]([NH:34][CH2:35][C:36]1[CH:41]=[CH:40][C:39]([F:42])=[C:38]([CH:43]2[CH2:48][CH2:47][NH:46][CH2:45][CH2:44]2)[CH:37]=1)=[O:33]. Product: [F:49][C:31]([F:30])([F:50])[C:32]([NH:34][CH2:35][C:36]1[CH:41]=[CH:40][C:39]([F:42])=[C:38]([CH:43]2[CH2:48][CH2:47][N:46]([C:15]([C:7]3[C:8]4[C:9](=[C:10]([CH3:14])[N:11]=[CH:12][CH:13]=4)[N:5]([CH2:4][CH2:3][O:2][CH3:1])[CH:6]=3)=[O:17])[CH2:45][CH2:44]2)[CH:37]=1)=[O:33]. The catalyst class is: 1. (5) Reactant: [Br:1][C:2]1[CH:7]=[CH:6][C:5]([N+:8]([O-])=O)=[CH:4][C:3]=1[O:11][CH3:12].C(O)(=O)C. Product: [Br:1][C:2]1[CH:7]=[CH:6][C:5]([NH2:8])=[CH:4][C:3]=1[O:11][CH3:12]. The catalyst class is: 150. (6) Reactant: [H-].[Na+].[F:3][C:4]([F:18])([C:14]([F:17])([F:16])[F:15])[C@@H:5]([C:7]1[CH:12]=[CH:11][C:10]([F:13])=[CH:9][CH:8]=1)[OH:6].[F:19][C:20]([F:26])([F:25])[S:21](Cl)(=[O:23])=[O:22]. Product: [F:18][C:4]([F:3])([C:14]([F:15])([F:16])[F:17])[C@H:5]([O:6][S:21]([C:20]([F:26])([F:25])[F:19])(=[O:23])=[O:22])[C:7]1[CH:12]=[CH:11][C:10]([F:13])=[CH:9][CH:8]=1. The catalyst class is: 27.